The task is: Predict the product of the given reaction.. This data is from Forward reaction prediction with 1.9M reactions from USPTO patents (1976-2016). (1) Given the reactants Cl.Cl.NCCNC1C=CC(C#N)=CN=1.C(OC(=O)[NH:21][CH2:22][CH2:23][NH:24][C:25]1[S:26][C:27]([C:31]#[N:32])=[C:28]([NH2:30])[N:29]=1)(C)(C)C.[F:34][C:35]([F:40])([F:39])[C:36]([OH:38])=[O:37], predict the reaction product. The product is: [F:34][C:35]([F:40])([F:39])[C:36]([OH:38])=[O:37].[NH2:30][C:28]1[N:29]=[C:25]([NH:24][CH2:23][CH2:22][NH2:21])[S:26][C:27]=1[C:31]#[N:32]. (2) Given the reactants [CH3:1][O:2][C:3]1[CH:11]=[CH:10][C:6]([C:7]([NH2:9])=[O:8])=[CH:5][C:4]=1[C:12]1[O:20][C:19]2[C:14](=[N:15][CH:16]=[CH:17][C:18]=2[C:21]2[CH:26]=[C:25]([C@H:27]([NH:29][S@@](C(C)(C)C)=O)[CH3:28])[CH:24]=[CH:23][C:22]=2[O:36][CH3:37])[CH:13]=1.Cl.C(OCC)C, predict the reaction product. The product is: [NH2:29][C@@H:27]([C:25]1[CH:24]=[CH:23][C:22]([O:36][CH3:37])=[C:21]([C:18]2[CH:17]=[CH:16][N:15]=[C:14]3[CH:13]=[C:12]([C:4]4[CH:5]=[C:6]([CH:10]=[CH:11][C:3]=4[O:2][CH3:1])[C:7]([NH2:9])=[O:8])[O:20][C:19]=23)[CH:26]=1)[CH3:28]. (3) Given the reactants [CH:1]1([CH:4]([OH:18])[C:5]2([C:16]#[N:17])[CH2:10][CH2:9][CH:8](SCC3CC3)[CH2:7][CH2:6]2)[CH2:3][CH2:2]1.O[O:20][S:21]([O-:23])=O.[K+].[C:25](=O)([O-])[O-].[Na+].[Na+].[CH3:31][C:32]([CH3:34])=O, predict the reaction product. The product is: [CH:1]1([CH:4]([OH:18])[C:5]2([C:16]#[N:17])[CH2:10][CH2:9][CH:8]([S:21]([CH2:31][CH:32]3[CH2:34][CH2:25]3)(=[O:23])=[O:20])[CH2:7][CH2:6]2)[CH2:2][CH2:3]1. (4) Given the reactants [NH2:1][C:2]1[CH:7]=[CH:6][C:5]([S:8]([NH:11][C@H:12]2[CH2:17][CH2:16][CH2:15][C@@H:14]([NH:18][C:19]3[N:24]=[C:23]([C:25]4[C:33]5[C:28](=[CH:29][CH:30]=[CH:31][CH:32]=5)[N:27](S(C5C=CC=CC=5)(=O)=O)[CH:26]=4)[C:22]([Cl:43])=[CH:21][N:20]=3)[CH2:13]2)(=[O:10])=[O:9])=[CH:4][CH:3]=1.[OH-].[Na+].Cl, predict the reaction product. The product is: [NH2:1][C:2]1[CH:7]=[CH:6][C:5]([S:8]([NH:11][C@H:12]2[CH2:17][CH2:16][CH2:15][C@@H:14]([NH:18][C:19]3[N:24]=[C:23]([C:25]4[C:33]5[C:28](=[CH:29][CH:30]=[CH:31][CH:32]=5)[NH:27][CH:26]=4)[C:22]([Cl:43])=[CH:21][N:20]=3)[CH2:13]2)(=[O:9])=[O:10])=[CH:4][CH:3]=1. (5) Given the reactants [CH:1](=[C:8]1[C:13](=[O:14])[CH:12]2[CH2:15][CH2:16][N:9]1[CH2:10][CH2:11]2)[C:2]1[CH:7]=[CH:6][CH:5]=[CH:4][CH:3]=1.C1COCC1.[H][H], predict the reaction product. The product is: [CH:1](=[C:8]1[CH:13]([OH:14])[CH:12]2[CH2:11][CH2:10][N:9]1[CH2:16][CH2:15]2)[C:2]1[CH:7]=[CH:6][CH:5]=[CH:4][CH:3]=1.[CH2:1]([CH:8]1[C:13](=[O:14])[CH:12]2[CH2:11][CH2:10][N:9]1[CH2:16][CH2:15]2)[C:2]1[CH:7]=[CH:6][CH:5]=[CH:4][CH:3]=1.